From a dataset of Peptide-MHC class I binding affinity with 185,985 pairs from IEDB/IMGT. Regression. Given a peptide amino acid sequence and an MHC pseudo amino acid sequence, predict their binding affinity value. This is MHC class I binding data. (1) The peptide sequence is EMRFAYICT. The MHC is HLA-B40:01 with pseudo-sequence HLA-B40:01. The binding affinity (normalized) is 0.0847. (2) The peptide sequence is FYYNAFHWA. The MHC is HLA-C07:02 with pseudo-sequence HLA-C07:02. The binding affinity (normalized) is 0.381. (3) The peptide sequence is AAQRLVHAIA. The MHC is H-2-Kb with pseudo-sequence H-2-Kb. The binding affinity (normalized) is 0.0680. (4) The peptide sequence is ETWVETWAF. The MHC is HLA-B27:05 with pseudo-sequence HLA-B27:05. The binding affinity (normalized) is 0.0847. (5) The peptide sequence is ACQGVGGPGHK. The MHC is HLA-B57:01 with pseudo-sequence HLA-B57:01. The binding affinity (normalized) is 0.